The task is: Predict which catalyst facilitates the given reaction.. This data is from Catalyst prediction with 721,799 reactions and 888 catalyst types from USPTO. Reactant: [CH3:1][S:2][C:3]1[S:4][C:5]([C:21]([OH:23])=O)=[C:6]2[CH2:14][CH2:13][C:12]3[CH:11]=[C:10]([C:15]4[CH:20]=[CH:19][CH:18]=[CH:17][CH:16]=4)[S:9][C:8]=3[C:7]=12.O1C=C[N:26]=C1Cl. Product: [CH3:1][S:2][C:3]1[S:4][C:5]([C:21]([NH2:26])=[O:23])=[C:6]2[CH2:14][CH2:13][C:12]3[CH:11]=[C:10]([C:15]4[CH:20]=[CH:19][CH:18]=[CH:17][CH:16]=4)[S:9][C:8]=3[C:7]=12. The catalyst class is: 213.